From a dataset of Catalyst prediction with 721,799 reactions and 888 catalyst types from USPTO. Predict which catalyst facilitates the given reaction. (1) Reactant: [C:1]1([CH2:14][N:15]([CH:28]2[C:37]3[N:36]=[CH:35][CH:34]=[CH:33][C:32]=3[CH2:31][CH2:30][CH2:29]2)[CH2:16][CH2:17][CH2:18][CH2:19][NH:20]C(=O)OC(C)(C)C)[C:6]2[NH:7][C:8]3[C:13]([C:5]=2[CH:4]=[CH:3][N:2]=1)=[CH:12][CH:11]=[CH:10][CH:9]=3.S(Cl)([Cl:40])=O. Product: [ClH:40].[ClH:40].[ClH:40].[ClH:40].[C:1]1([CH2:14][N:15]([CH2:16][CH2:17][CH2:18][CH2:19][NH2:20])[CH:28]2[C:37]3[N:36]=[CH:35][CH:34]=[CH:33][C:32]=3[CH2:31][CH2:30][CH2:29]2)[C:6]2[NH:7][C:8]3[C:13]([C:5]=2[CH:4]=[CH:3][N:2]=1)=[CH:12][CH:11]=[CH:10][CH:9]=3. The catalyst class is: 5. (2) Reactant: [F:1][C:2]1[CH:3]=[C:4]([C:10]2[CH:11]=[C:12]3[C:17](=[CH:18][CH:19]=2)[CH:16]=[C:15]([OH:20])[CH:14]=[CH:13]3)[CH:5]=[C:6]([F:9])[C:7]=1[OH:8].C1C(=O)N([Cl:28])C(=O)C1. Product: [Cl:28][C:16]1[C:17]2[C:12](=[CH:11][C:10]([C:4]3[CH:3]=[C:2]([F:1])[C:7]([OH:8])=[C:6]([F:9])[CH:5]=3)=[CH:19][CH:18]=2)[CH:13]=[CH:14][C:15]=1[OH:20]. The catalyst class is: 1.